From a dataset of Catalyst prediction with 721,799 reactions and 888 catalyst types from USPTO. Predict which catalyst facilitates the given reaction. Reactant: Br[C:2]1[CH:3]=[C:4]2[CH2:13][CH2:12][N:11](C(OC(C)(C)C)=O)[C:5]2=[C:6]2[C:10]=1[NH:9][CH:8]=[CH:7]2.[CH3:21][N:22](C=O)C. Product: [NH:11]1[C:5]2=[C:6]3[C:10](=[C:2]([C:21]#[N:22])[CH:3]=[C:4]2[CH2:13][CH2:12]1)[NH:9][CH:8]=[CH:7]3. The catalyst class is: 380.